Dataset: TCR-epitope binding with 47,182 pairs between 192 epitopes and 23,139 TCRs. Task: Binary Classification. Given a T-cell receptor sequence (or CDR3 region) and an epitope sequence, predict whether binding occurs between them. Result: 1 (the TCR binds to the epitope). The TCR CDR3 sequence is CAHGRTSTDTQYF. The epitope is TVYDPLQPELDSFK.